From a dataset of Reaction yield outcomes from USPTO patents with 853,638 reactions. Predict the reaction yield, written as a fraction of the theoretical maximum amount of product (1.0 means a 100% yield; for example, 0.34 means a 34% yield). The reactants are [Cl:1][C:2]1[CH:33]=[CH:32][C:5]([C:6]2[C:11](C3C=CC4C(=CC=C(C(O)=O)C=4)N=3)=[CH:10][C:9]([C:25]([N:27]3[CH2:31][CH2:30][CH2:29][CH2:28]3)=[O:26])=[CH:8][CH:7]=2)=[CH:4][CH:3]=1.CN(C(O[N:42]1[N:50]=[N:49]C2C=CC=CC1=2)=[N+](C)C)C.F[P-](F)(F)(F)(F)F.C(O[C:61]([C:63]1[CH:64]=[C:65]2[N:71]=[C:70]([C:72]3[CH:73]=[C:74]4[C:79](=[CH:80][CH:81]=3)[N:78]=[C:77](C3C=CC=CC=3Br)[CH:76]=[CH:75]4)[N:69]([CH:89]3[CH2:94][CH2:93][CH2:92][CH2:91][CH2:90]3)[C:66]2=[N:67][CH:68]=1)=O)C.[CH3:95]C(O)=O. No catalyst specified. The product is [Cl:1][C:2]1[CH:33]=[CH:32][C:5]([C:6]2[CH:11]=[CH:10][C:9]([C:25]([N:27]3[CH2:31][CH2:30][CH2:29][CH2:28]3)=[O:26])=[CH:8][C:7]=2[C:77]2[CH:76]=[CH:75][C:74]3[C:79](=[CH:80][CH:81]=[C:72]([C:70]4[N:69]([CH:89]5[CH2:90][CH2:91][CH2:92][CH2:93][CH2:94]5)[C:66]5[CH:95]=[CH:61][C:63]([C:68]6[NH:67][N:42]=[N:50][N:49]=6)=[CH:64][C:65]=5[N:71]=4)[CH:73]=3)[N:78]=2)=[CH:4][CH:3]=1. The yield is 0.230.